This data is from Full USPTO retrosynthesis dataset with 1.9M reactions from patents (1976-2016). The task is: Predict the reactants needed to synthesize the given product. (1) Given the product [Br:2][C:3]1[N:8]=[CH:7][C:6]([CH2:9][C@@H:10]([C:15]([O:16][CH3:17])=[O:48])[NH:11][C:38]([O:40][C:41]([CH3:42])([CH3:43])[CH3:44])=[O:39])=[CH:5][CH:4]=1, predict the reactants needed to synthesize it. The reactants are: Cl.[Br:2][C:3]1[N:8]=[CH:7][C:6]([CH2:9][C@H:10]2[C:15]([O:16][CH3:17])=N[C@H](C(C)C)C(OC)=[N:11]2)=[CH:5][CH:4]=1.C(N(CC)CC)C.[C:41]([O:40][C:38](O[C:38]([O:40][C:41]([CH3:44])([CH3:43])[CH3:42])=[O:39])=[O:39])([CH3:44])([CH3:43])[CH3:42].C1C[O:48]CC1. (2) Given the product [C:8]([CH2:10][C:11]1([N:24]2[CH:28]=[C:27]([C:29]3[C:30]4[CH:37]=[CH:36][NH:35][C:31]=4[N:32]=[CH:33][N:34]=3)[CH:26]=[N:25]2)[CH2:14][N:13]([C:15]2[CH:23]=[CH:22][C:18]([C:19]([NH:53][CH:48]([CH3:47])[C:49]([F:52])([F:51])[F:50])=[O:21])=[CH:17][CH:16]=2)[CH2:12]1)#[N:9], predict the reactants needed to synthesize it. The reactants are: C(O)(C(F)(F)F)=O.[C:8]([CH2:10][C:11]1([N:24]2[CH:28]=[C:27]([C:29]3[C:30]4[CH:37]=[CH:36][N:35](COCC[Si](C)(C)C)[C:31]=4[N:32]=[CH:33][N:34]=3)[CH:26]=[N:25]2)[CH2:14][N:13]([C:15]2[CH:23]=[CH:22][C:18]([C:19]([OH:21])=O)=[CH:17][CH:16]=2)[CH2:12]1)#[N:9].Cl.[CH3:47][CH:48]([NH2:53])[C:49]([F:52])([F:51])[F:50]. (3) Given the product [CH3:36][S:33]([C:30]1[CH:31]=[CH:32][C:27]([O:7][CH2:8][CH2:9][C@H:10]2[CH2:12][C@@H:11]2[CH:13]2[CH2:18][CH2:17][N:16]([C:19]([O:21][C:22]([CH3:25])([CH3:24])[CH3:23])=[O:20])[CH2:15][CH2:14]2)=[N:28][CH:29]=1)(=[O:35])=[O:34], predict the reactants needed to synthesize it. The reactants are: CC(C)([O-])C.[Na+].[OH:7][CH2:8][CH2:9][C@H:10]1[CH2:12][C@@H:11]1[CH:13]1[CH2:18][CH2:17][N:16]([C:19]([O:21][C:22]([CH3:25])([CH3:24])[CH3:23])=[O:20])[CH2:15][CH2:14]1.Br[C:27]1[CH:32]=[CH:31][C:30]([S:33]([CH3:36])(=[O:35])=[O:34])=[CH:29][N:28]=1.